This data is from Catalyst prediction with 721,799 reactions and 888 catalyst types from USPTO. The task is: Predict which catalyst facilitates the given reaction. (1) Reactant: [CH3:1][NH:2][NH:3][CH3:4].Cl.Cl.CCN(CC)CC.CNNC.[C:18](Cl)([O:20][CH2:21][CH:22]1[C:34]2[C:29](=[CH:30][CH:31]=[CH:32][CH:33]=2)[C:28]2[C:23]1=[CH:24][CH:25]=[CH:26][CH:27]=2)=[O:19]. Product: [CH3:1][N:2]([C:18]([O:20][CH2:21][CH:22]1[C:23]2[CH:24]=[CH:25][CH:26]=[CH:27][C:28]=2[C:29]2[C:34]1=[CH:33][CH:32]=[CH:31][CH:30]=2)=[O:19])[NH:3][CH3:4]. The catalyst class is: 210. (2) Reactant: F[C:2]1[CH:7]=[CH:6][C:5]([NH:8][C:9](=[O:14])[C:10]([CH3:13])([CH3:12])[CH3:11])=[CH:4][C:3]=1[N+:15]([O-:17])=[O:16].[CH:18]1([CH2:24][NH2:25])[CH2:23][CH2:22][CH2:21][CH2:20][CH2:19]1.C(N(CC)CC)C. Product: [CH:18]1([CH2:24][NH:25][C:2]2[CH:7]=[CH:6][C:5]([NH:8][C:9](=[O:14])[C:10]([CH3:13])([CH3:12])[CH3:11])=[CH:4][C:3]=2[N+:15]([O-:17])=[O:16])[CH2:23][CH2:22][CH2:21][CH2:20][CH2:19]1. The catalyst class is: 14. (3) Reactant: [C:1](Cl)(=O)C(Cl)=O.[Cl:7][C:8]1[CH:13]=[CH:12][C:11]([C:14](=[O:17])[CH2:15][CH3:16])=[C:10]([NH:18][C:19]2[CH:24]=[CH:23][CH:22]=[CH:21][C:20]=2[Cl:25])[CH:9]=1. Product: [Cl:7][C:8]1[CH:9]=[C:10]2[C:11]([C:14](=[O:17])[C:15]([CH3:1])=[CH:16][N:18]2[C:19]2[CH:24]=[CH:23][CH:22]=[CH:21][C:20]=2[Cl:25])=[CH:12][CH:13]=1. The catalyst class is: 3. (4) Reactant: [OH:1][C:2]1([C:30]2[CH:35]=[CH:34][C:33]([C:36]3[CH:41]=[N:40][CH:39]=[CH:38][N:37]=3)=[CH:32][N:31]=2)[CH2:7][CH2:6][CH:5]([NH:8][C@H:9]2[CH2:13][CH2:12][N:11]([C:14](=[O:29])[CH2:15][NH:16][C:17](=[O:28])[C:18]3[CH:23]=[CH:22][CH:21]=[C:20]([C:24]([F:27])([F:26])[F:25])[CH:19]=3)[CH2:10]2)[CH2:4][CH2:3]1.C=O.[C:44](O[BH-](OC(=O)C)OC(=O)C)(=O)C.[Na+]. Product: [OH:1][C:2]1([C:30]2[CH:35]=[CH:34][C:33]([C:36]3[CH:41]=[N:40][CH:39]=[CH:38][N:37]=3)=[CH:32][N:31]=2)[CH2:3][CH2:4][CH:5]([N:8]([CH3:44])[C@H:9]2[CH2:13][CH2:12][N:11]([C:14](=[O:29])[CH2:15][NH:16][C:17](=[O:28])[C:18]3[CH:23]=[CH:22][CH:21]=[C:20]([C:24]([F:26])([F:27])[F:25])[CH:19]=3)[CH2:10]2)[CH2:6][CH2:7]1. The catalyst class is: 1. (5) Reactant: [Cl:1][C:2]1[CH:23]=[C:22]([Cl:24])[CH:21]=[CH:20][C:3]=1[CH2:4][C:5]1[S:9][C:8]([CH:10]([CH3:12])[CH3:11])=[N:7][C:6]=1[CH2:13][CH2:14][C:15](OCC)=[O:16].[Cl-].[Ca+2].[Cl-].[BH4-].[Na+].[Cl-].[NH4+]. Product: [Cl:1][C:2]1[CH:23]=[C:22]([Cl:24])[CH:21]=[CH:20][C:3]=1[CH2:4][C:5]1[S:9][C:8]([CH:10]([CH3:11])[CH3:12])=[N:7][C:6]=1[CH2:13][CH2:14][CH2:15][OH:16]. The catalyst class is: 214. (6) Product: [CH3:10][O:9][C:7]1[CH:6]=[C:5]([NH:11][C:12]2[N:17]=[C:16]([N:18]3[C:22]([CH3:23])=[CH:21][C:20]([C:24]([F:26])([F:27])[F:25])=[N:19]3)[C:15]([C:28]3[CH:29]=[C:30]([C:36]([NH:44][S:41]([CH2:39][CH3:40])(=[O:43])=[O:42])=[O:37])[C:31]([O:34][CH3:35])=[N:32][CH:33]=3)=[CH:14][N:13]=2)[CH:4]=[C:3]([O:2][CH3:1])[CH:8]=1. Reactant: [CH3:1][O:2][C:3]1[CH:4]=[C:5]([NH:11][C:12]2[N:17]=[C:16]([N:18]3[C:22]([CH3:23])=[CH:21][C:20]([C:24]([F:27])([F:26])[F:25])=[N:19]3)[C:15]([C:28]3[CH:29]=[C:30]([C:36](O)=[O:37])[C:31]([O:34][CH3:35])=[N:32][CH:33]=3)=[CH:14][N:13]=2)[CH:6]=[C:7]([O:9][CH3:10])[CH:8]=1.[CH2:39]([S:41]([NH2:44])(=[O:43])=[O:42])[CH3:40].C(N(CC)CC)C.[I-].ClC1C=CC=C[N+]=1C. The catalyst class is: 172. (7) Reactant: [F:1][C:2]1[C:3]([O:31]C)=[CH:4][C:5]([CH2:26][C:27]([F:30])([F:29])[F:28])=[C:6]([C:8]2[N+:13]([O-])=[CH:12][C:11]3[CH:15]=[N:16][N:17](COCC[Si](C)(C)C)[C:10]=3[CH:9]=2)[CH:7]=1.[NH2:33][CH2:34][C:35]1[CH:40]=[CH:39][CH:38]=[CH:37][C:36]=1[N:41]([CH3:46])[S:42]([CH3:45])(=[O:44])=[O:43].C1CN([P+](Br)(N2CCCC2)N2CCCC2)CC1.F[P-](F)(F)(F)(F)F.CCN(C(C)C)C(C)C.C([O-])(O)=O.[Na+]. Product: [F:1][C:2]1[C:3]([OH:31])=[CH:4][C:5]([CH2:26][C:27]([F:30])([F:29])[F:28])=[C:6]([C:8]2[N:13]=[C:12]([NH:33][CH2:34][C:35]3[CH:40]=[CH:39][CH:38]=[CH:37][C:36]=3[N:41]([CH3:46])[S:42]([CH3:45])(=[O:44])=[O:43])[C:11]3[CH:15]=[N:16][NH:17][C:10]=3[CH:9]=2)[CH:7]=1. The catalyst class is: 2.